The task is: Binary Classification. Given a T-cell receptor sequence (or CDR3 region) and an epitope sequence, predict whether binding occurs between them.. This data is from TCR-epitope binding with 47,182 pairs between 192 epitopes and 23,139 TCRs. The epitope is FLASKIGRLV. The TCR CDR3 sequence is CASSVTGEPYEQYF. Result: 0 (the TCR does not bind to the epitope).